From a dataset of Full USPTO retrosynthesis dataset with 1.9M reactions from patents (1976-2016). Predict the reactants needed to synthesize the given product. (1) Given the product [NH:6]([S:5]([Cl:3])(=[O:9])=[O:7])[S:11]([Cl:10])(=[O:14])=[O:12], predict the reactants needed to synthesize it. The reactants are: S(Cl)([Cl:3])=O.[S:5](=[O:9])(=O)([OH:7])[NH2:6].[Cl:10][S:11]([OH:14])(=O)=[O:12]. (2) Given the product [Cl:1][C:2]1[CH:7]=[CH:6][C:5]([N:8]2[C:16](=[O:17])[C:15]3[N:14]=[CH:13][N:12]([C:18]4[CH:23]=[CH:22][CH:21]=[CH:20][CH:19]=4)[C:11]=3[N:10]=[C:9]2[C:24]2[CH:29]=[CH:28][C:27]([C:33]3[CH:34]=[CH:35][S:31][CH:32]=3)=[CH:26][CH:25]=2)=[CH:4][CH:3]=1, predict the reactants needed to synthesize it. The reactants are: [Cl:1][C:2]1[CH:7]=[CH:6][C:5]([N:8]2[C:16](=[O:17])[C:15]3[N:14]=[CH:13][N:12]([C:18]4[CH:23]=[CH:22][CH:21]=[CH:20][CH:19]=4)[C:11]=3[N:10]=[C:9]2[C:24]2[CH:29]=[CH:28][C:27](I)=[CH:26][CH:25]=2)=[CH:4][CH:3]=1.[S:31]1[CH:35]=[CH:34][C:33](B(O)O)=[CH:32]1.C([O-])([O-])=O.[Na+].[Na+]. (3) Given the product [CH3:1][O:2][CH2:3][CH2:4][NH:5][S:6]([C:9]1[CH:10]=[C:11]([CH:15]=[CH:16][CH:17]=1)[CH2:12][OH:13])(=[O:8])=[O:7], predict the reactants needed to synthesize it. The reactants are: [CH3:1][O:2][CH2:3][CH2:4][NH:5][S:6]([C:9]1[CH:10]=[C:11]([CH:15]=[CH:16][CH:17]=1)[C:12](O)=[O:13])(=[O:8])=[O:7].CO.Cl. (4) The reactants are: [Cl:1][C:2]1[CH:3]=[C:4]([CH:7]=[C:8]([O:10][CH3:11])[CH:9]=1)[C:5]#[N:6]. Given the product [Cl:1][C:2]1[CH:3]=[C:4]([CH2:5][NH2:6])[CH:7]=[C:8]([O:10][CH3:11])[CH:9]=1, predict the reactants needed to synthesize it. (5) Given the product [F:28][C:20]1[CH:21]=[C:22]([N+:25]([O-:27])=[O:26])[CH:23]=[CH:24][C:19]=1[O:18][C:15]1[CH:14]=[CH:13][N:12]=[C:11]2[CH:10]=[C:9]([C:6]3[N:7]=[CH:8][C:3]([CH2:2][N:29]4[CH2:30][CH2:31][CH2:32][C:33]4=[O:35])=[CH:4][CH:5]=3)[S:17][C:16]=12, predict the reactants needed to synthesize it. The reactants are: Cl[CH2:2][C:3]1[CH:4]=[CH:5][C:6]([C:9]2[S:17][C:16]3[C:11](=[N:12][CH:13]=[CH:14][C:15]=3[O:18][C:19]3[CH:24]=[CH:23][C:22]([N+:25]([O-:27])=[O:26])=[CH:21][C:20]=3[F:28])[CH:10]=2)=[N:7][CH:8]=1.[NH2:29][CH2:30][CH2:31][CH2:32][C:33]([O:35]CC)=O.CCN(C(C)C)C(C)C.